Dataset: Forward reaction prediction with 1.9M reactions from USPTO patents (1976-2016). Task: Predict the product of the given reaction. (1) Given the reactants [Cl:1][CH2:2][CH2:3][CH2:4][NH:5][C:6]1[C:15]([N+:16]([O-])=O)=[C:14]([O:19][CH3:20])[CH:13]=[CH:12][C:7]=1[C:8]([O:10][CH3:11])=[O:9], predict the reaction product. The product is: [NH2:16][C:15]1[C:6]([NH:5][CH2:4][CH2:3][CH2:2][Cl:1])=[C:7]([CH:12]=[CH:13][C:14]=1[O:19][CH3:20])[C:8]([O:10][CH3:11])=[O:9]. (2) Given the reactants [Br:1][C:2]1[N:7]=[CH:6][C:5]([OH:8])=[CH:4][CH:3]=1.C(=O)([O-])[O-].[K+].[K+].[CH2:15](Br)[C:16]1[CH:21]=[CH:20][CH:19]=[CH:18][CH:17]=1.O, predict the reaction product. The product is: [Br:1][C:2]1[CH:3]=[CH:4][C:5]([O:8][CH2:15][C:16]2[CH:21]=[CH:20][CH:19]=[CH:18][CH:17]=2)=[CH:6][N:7]=1. (3) The product is: [NH2:14][C:2]1[N:3]=[N:4][C:5]([Cl:12])=[CH:6][C:7]=1[C:8]([NH:10][CH3:11])=[O:9]. Given the reactants Cl[C:2]1[N:3]=[N:4][C:5]([Cl:12])=[CH:6][C:7]=1[C:8]([NH:10][CH3:11])=[O:9].[OH-].[NH4+:14], predict the reaction product. (4) Given the reactants [CH3:1][O:2][C:3]1[CH:27]=[CH:26][C:6]([O:7][C:8]2[CH:13]=[C:12]([O:14][C:15]3[CH:20]=[CH:19][C:18]([O:21][CH3:22])=[CH:17][CH:16]=3)[CH:11]=[CH:10][C:9]=2[N+:23]([O-])=O)=[CH:5][CH:4]=1, predict the reaction product. The product is: [CH3:1][O:2][C:3]1[CH:27]=[CH:26][C:6]([O:7][C:8]2[CH:13]=[C:12]([O:14][C:15]3[CH:20]=[CH:19][C:18]([O:21][CH3:22])=[CH:17][CH:16]=3)[CH:11]=[CH:10][C:9]=2[NH2:23])=[CH:5][CH:4]=1.